This data is from Full USPTO retrosynthesis dataset with 1.9M reactions from patents (1976-2016). The task is: Predict the reactants needed to synthesize the given product. (1) The reactants are: [C:1]([C:5]1[CH:10]=[CH:9][C:8]([S:11]([NH:14][C:15]2[CH:19]=[CH:18][S:17][C:16]=2[C:20]([O:22]C)=[O:21])(=[O:13])=[O:12])=[C:7]([O:24][CH3:25])[CH:6]=1)([CH3:4])([CH3:3])[CH3:2].[OH-].[Na+]. Given the product [C:1]([C:5]1[CH:10]=[CH:9][C:8]([S:11]([NH:14][C:15]2[CH:19]=[CH:18][S:17][C:16]=2[C:20]([OH:22])=[O:21])(=[O:13])=[O:12])=[C:7]([O:24][CH3:25])[CH:6]=1)([CH3:4])([CH3:2])[CH3:3], predict the reactants needed to synthesize it. (2) Given the product [Cl:9][C:10]1[CH:17]=[CH:16][C:13]([C:14]2[O:6][C:3]([CH2:4][CH3:5])=[C:2]([CH3:1])[N+:7]=2[O-:8])=[CH:12][CH:11]=1, predict the reactants needed to synthesize it. The reactants are: [CH3:1][C:2](=[N:7][OH:8])[C:3](=[O:6])[CH2:4][CH3:5].[Cl:9][C:10]1[CH:17]=[CH:16][C:13]([CH:14]=O)=[CH:12][CH:11]=1.C(O)(=O)C.Cl. (3) Given the product [CH3:1][C@@:2]12[C:18](=[O:19])[CH2:17][CH2:16][C@H:15]1[C@H:14]1[C@@H:5]([C:6]3[C:11]([CH2:12][CH2:13]1)=[CH:10][C:9]([OH:20])=[C:8]([O:23][CH3:21])[CH:7]=3)[CH2:4][CH2:3]2, predict the reactants needed to synthesize it. The reactants are: [CH3:1][C@@:2]12[C:18](=[O:19])[CH2:17][CH2:16][C@H:15]1[C@H:14]1[C@@H:5]([C:6]3[CH:7]=[CH:8][C:9]([OH:20])=[CH:10][C:11]=3[CH2:12][CH2:13]1)[CH2:4][CH2:3]2.[C:21]([O-])(=[O:23])C.II. (4) Given the product [F:1][C:2]1([F:5])[CH2:3][O:4][C:19]([NH2:20])=[N:18][C@@:6]21[C:14]1[C:9](=[CH:10][CH:11]=[C:12]([N+:15]([O-:17])=[O:16])[CH:13]=1)[CH2:8][CH2:7]2, predict the reactants needed to synthesize it. The reactants are: [F:1][C:2]([C@:6]1([NH:18][C:19]#[N:20])[C:14]2[C:9](=[CH:10][CH:11]=[C:12]([N+:15]([O-:17])=[O:16])[CH:13]=2)[CH2:8][CH2:7]1)([F:5])[CH2:3][OH:4].[OH-].[NH4+]. (5) Given the product [N+:1]([C:4]1[CH:9]=[CH:8][C:7]([CH2:10][S:11]([NH2:19])(=[O:13])=[O:12])=[CH:6][CH:5]=1)([O-:3])=[O:2], predict the reactants needed to synthesize it. The reactants are: [N+:1]([C:4]1[CH:9]=[CH:8][C:7]([CH2:10][S:11](Cl)(=[O:13])=[O:12])=[CH:6][CH:5]=1)([O-:3])=[O:2].C(=O)([O-])[O-].[NH4+:19].[NH4+].